From a dataset of NCI-60 drug combinations with 297,098 pairs across 59 cell lines. Regression. Given two drug SMILES strings and cell line genomic features, predict the synergy score measuring deviation from expected non-interaction effect. (1) Drug 1: C1CCC(C1)C(CC#N)N2C=C(C=N2)C3=C4C=CNC4=NC=N3. Drug 2: CN1CCC(CC1)COC2=C(C=C3C(=C2)N=CN=C3NC4=C(C=C(C=C4)Br)F)OC. Cell line: UACC62. Synergy scores: CSS=0.0385, Synergy_ZIP=3.97, Synergy_Bliss=3.55, Synergy_Loewe=-12.8, Synergy_HSA=-5.65. (2) Drug 2: CC1CCC2CC(C(=CC=CC=CC(CC(C(=O)C(C(C(=CC(C(=O)CC(OC(=O)C3CCCCN3C(=O)C(=O)C1(O2)O)C(C)CC4CCC(C(C4)OC)OCCO)C)C)O)OC)C)C)C)OC. Synergy scores: CSS=27.1, Synergy_ZIP=-6.27, Synergy_Bliss=0.316, Synergy_Loewe=-4.29, Synergy_HSA=-0.141. Cell line: DU-145. Drug 1: C1CC(C1)(C(=O)O)C(=O)O.[NH2-].[NH2-].[Pt+2]. (3) Drug 1: CC1CCC2CC(C(=CC=CC=CC(CC(C(=O)C(C(C(=CC(C(=O)CC(OC(=O)C3CCCCN3C(=O)C(=O)C1(O2)O)C(C)CC4CCC(C(C4)OC)O)C)C)O)OC)C)C)C)OC. Drug 2: CN(CCCl)CCCl.Cl. Cell line: T-47D. Synergy scores: CSS=35.4, Synergy_ZIP=-8.26, Synergy_Bliss=-2.45, Synergy_Loewe=-12.4, Synergy_HSA=0.425. (4) Drug 1: CCC1(CC2CC(C3=C(CCN(C2)C1)C4=CC=CC=C4N3)(C5=C(C=C6C(=C5)C78CCN9C7C(C=CC9)(C(C(C8N6C)(C(=O)OC)O)OC(=O)C)CC)OC)C(=O)OC)O.OS(=O)(=O)O. Drug 2: C1CN(P(=O)(OC1)NCCCl)CCCl. Cell line: U251. Synergy scores: CSS=0.990, Synergy_ZIP=3.23, Synergy_Bliss=0.410, Synergy_Loewe=-2.59, Synergy_HSA=-2.56. (5) Drug 1: CS(=O)(=O)C1=CC(=C(C=C1)C(=O)NC2=CC(=C(C=C2)Cl)C3=CC=CC=N3)Cl. Drug 2: CCC1(CC2CC(C3=C(CCN(C2)C1)C4=CC=CC=C4N3)(C5=C(C=C6C(=C5)C78CCN9C7C(C=CC9)(C(C(C8N6C=O)(C(=O)OC)O)OC(=O)C)CC)OC)C(=O)OC)O.OS(=O)(=O)O. Cell line: A549. Synergy scores: CSS=15.0, Synergy_ZIP=3.72, Synergy_Bliss=3.50, Synergy_Loewe=-0.591, Synergy_HSA=1.13.